This data is from NCI-60 drug combinations with 297,098 pairs across 59 cell lines. The task is: Regression. Given two drug SMILES strings and cell line genomic features, predict the synergy score measuring deviation from expected non-interaction effect. (1) Drug 1: CCC1(CC2CC(C3=C(CCN(C2)C1)C4=CC=CC=C4N3)(C5=C(C=C6C(=C5)C78CCN9C7C(C=CC9)(C(C(C8N6C)(C(=O)OC)O)OC(=O)C)CC)OC)C(=O)OC)O.OS(=O)(=O)O. Drug 2: CC1CCC2CC(C(=CC=CC=CC(CC(C(=O)C(C(C(=CC(C(=O)CC(OC(=O)C3CCCCN3C(=O)C(=O)C1(O2)O)C(C)CC4CCC(C(C4)OC)O)C)C)O)OC)C)C)C)OC. Cell line: NCI-H522. Synergy scores: CSS=0.711, Synergy_ZIP=0.705, Synergy_Bliss=-0.527, Synergy_Loewe=-0.200, Synergy_HSA=-1.23. (2) Drug 1: C1=CC(=CC=C1CCCC(=O)O)N(CCCl)CCCl. Drug 2: C1CC(C1)(C(=O)O)C(=O)O.[NH2-].[NH2-].[Pt+2]. Cell line: SR. Synergy scores: CSS=70.7, Synergy_ZIP=-6.26, Synergy_Bliss=-10.4, Synergy_Loewe=-10.3, Synergy_HSA=-7.76. (3) Drug 1: CC1=C2C(C(=O)C3(C(CC4C(C3C(C(C2(C)C)(CC1OC(=O)C(C(C5=CC=CC=C5)NC(=O)OC(C)(C)C)O)O)OC(=O)C6=CC=CC=C6)(CO4)OC(=O)C)OC)C)OC. Drug 2: CCC1=C2CN3C(=CC4=C(C3=O)COC(=O)C4(CC)O)C2=NC5=C1C=C(C=C5)O. Cell line: EKVX. Synergy scores: CSS=38.7, Synergy_ZIP=2.55, Synergy_Bliss=3.34, Synergy_Loewe=-4.35, Synergy_HSA=5.57. (4) Drug 1: CS(=O)(=O)CCNCC1=CC=C(O1)C2=CC3=C(C=C2)N=CN=C3NC4=CC(=C(C=C4)OCC5=CC(=CC=C5)F)Cl. Drug 2: CN1C2=C(C=C(C=C2)N(CCCl)CCCl)N=C1CCCC(=O)O.Cl. Cell line: HOP-62. Synergy scores: CSS=-1.59, Synergy_ZIP=4.80, Synergy_Bliss=9.60, Synergy_Loewe=-8.05, Synergy_HSA=-0.0524. (5) Drug 1: C1=NC2=C(N=C(N=C2N1C3C(C(C(O3)CO)O)O)F)N. Drug 2: CC1=C(C=C(C=C1)NC(=O)C2=CC=C(C=C2)CN3CCN(CC3)C)NC4=NC=CC(=N4)C5=CN=CC=C5. Cell line: MDA-MB-231. Synergy scores: CSS=16.2, Synergy_ZIP=-3.94, Synergy_Bliss=-0.0317, Synergy_Loewe=0.0985, Synergy_HSA=0.370. (6) Drug 1: CC1=C(C=C(C=C1)NC2=NC=CC(=N2)N(C)C3=CC4=NN(C(=C4C=C3)C)C)S(=O)(=O)N.Cl. Drug 2: C1C(C(OC1N2C=NC3=C(N=C(N=C32)Cl)N)CO)O. Cell line: TK-10. Synergy scores: CSS=-2.02, Synergy_ZIP=0.344, Synergy_Bliss=-0.135, Synergy_Loewe=-3.17, Synergy_HSA=-2.00. (7) Drug 2: C1=C(C(=O)NC(=O)N1)N(CCCl)CCCl. Cell line: NCI/ADR-RES. Drug 1: CC(CN1CC(=O)NC(=O)C1)N2CC(=O)NC(=O)C2. Synergy scores: CSS=20.6, Synergy_ZIP=-7.42, Synergy_Bliss=5.55, Synergy_Loewe=-9.85, Synergy_HSA=5.68.